This data is from Full USPTO retrosynthesis dataset with 1.9M reactions from patents (1976-2016). The task is: Predict the reactants needed to synthesize the given product. (1) Given the product [Cl:1][C:2]1[CH:22]=[C:21]([C:23]([F:26])([F:25])[F:24])[CH:20]=[CH:19][C:3]=1[CH2:4][N:5]1[C:9]([CH2:10][CH2:11][C:12]([NH:35][S:32]([CH2:27][CH2:28][CH2:29][CH2:30][CH3:31])(=[O:34])=[O:33])=[O:14])=[CH:8][C:7]([O:15][CH:16]([CH3:18])[CH3:17])=[N:6]1, predict the reactants needed to synthesize it. The reactants are: [Cl:1][C:2]1[CH:22]=[C:21]([C:23]([F:26])([F:25])[F:24])[CH:20]=[CH:19][C:3]=1[CH2:4][N:5]1[C:9]([CH2:10][CH2:11][C:12]([OH:14])=O)=[CH:8][C:7]([O:15][CH:16]([CH3:18])[CH3:17])=[N:6]1.[CH2:27]([S:32]([NH2:35])(=[O:34])=[O:33])[CH2:28][CH2:29][CH2:30][CH3:31].N12CCCN=C1CCCCC2. (2) The reactants are: [Br:1][C:2]1[CH:7]=[C:6]([F:8])[CH:5]=[CH:4][C:3]=1[N+:9]([O-])=O.[CH:12]([Mg]Br)=[CH2:13]. Given the product [Br:1][C:2]1[CH:7]=[C:6]([F:8])[CH:5]=[C:4]2[C:3]=1[NH:9][CH:13]=[CH:12]2, predict the reactants needed to synthesize it. (3) Given the product [C:17]([O:16][C:14]([NH:5][CH2:4][C:2]([CH3:3])([CH3:1])[CH2:6][OH:7])=[O:15])([CH3:20])([CH3:19])[CH3:18], predict the reactants needed to synthesize it. The reactants are: [CH3:1][C:2]([CH2:6][OH:7])([CH2:4][NH2:5])[CH3:3].C(=O)([O-])[O-].[Na+].[Na+].[C:14](O[C:14]([O:16][C:17]([CH3:20])([CH3:19])[CH3:18])=[O:15])([O:16][C:17]([CH3:20])([CH3:19])[CH3:18])=[O:15]. (4) The reactants are: Cl.[NH:2]1[CH2:7][CH2:6][CH2:5][CH:4]([OH:8])[CH2:3]1.C(N(CC)CC)C.[C:16](O[C:16]([O:18][C:19]([CH3:22])([CH3:21])[CH3:20])=[O:17])([O:18][C:19]([CH3:22])([CH3:21])[CH3:20])=[O:17].C(OCC)C. Given the product [OH:8][CH:4]1[CH2:5][CH2:6][CH2:7][N:2]([C:16]([O:18][C:19]([CH3:22])([CH3:21])[CH3:20])=[O:17])[CH2:3]1, predict the reactants needed to synthesize it.